Dataset: Forward reaction prediction with 1.9M reactions from USPTO patents (1976-2016). Task: Predict the product of the given reaction. Given the reactants [C:1]([C:3]([C:6]1[CH:7]=[C:8]([CH:20]=[CH:21][CH:22]=1)[C:9]([NH:11][C:12]1[CH:17]=[CH:16][CH:15]=[C:14]([NH:18][CH3:19])[CH:13]=1)=[O:10])([CH3:5])[CH3:4])#[N:2].C(N(C(C)C)C(C)C)C.Cl[C:33]1[N:38]=[C:37]([S:39][C:40]#[N:41])[C:36]([N+:42]([O-:44])=[O:43])=[CH:35][N:34]=1.C(=O)([O-])O.[Na+], predict the reaction product. The product is: [C:1]([C:3]([C:6]1[CH:7]=[C:8]([C:9]([NH:11][C:12]2[CH:13]=[C:14]([N:18]([CH3:19])[C:33]3[N:38]=[C:37]([S:39][C:40]#[N:41])[C:36]([N+:42]([O-:44])=[O:43])=[CH:35][N:34]=3)[CH:15]=[CH:16][CH:17]=2)=[O:10])[CH:20]=[CH:21][CH:22]=1)([CH3:5])[CH3:4])#[N:2].